From a dataset of Catalyst prediction with 721,799 reactions and 888 catalyst types from USPTO. Predict which catalyst facilitates the given reaction. (1) Reactant: [Br:1][CH2:2][CH2:3][CH2:4][CH2:5][CH2:6][C:7]([C:9]1[CH:14]=[C:13]([O:15][CH3:16])[C:12]([O:17][CH3:18])=[CH:11][C:10]=1[OH:19])=[O:8].[CH3:20]COCC.B(F)(F)F.P(Cl)(Cl)(Cl)(Cl)Cl. Product: [Br:1][CH2:2][CH2:3][CH2:4][CH2:5][C:6]1[C:7](=[O:8])[C:9]2[C:10](=[CH:11][C:12]([O:17][CH3:18])=[C:13]([O:15][CH3:16])[CH:14]=2)[O:19][CH:20]=1. The catalyst class is: 3. (2) Reactant: [NH:1]1[C:9]2[C:4](=[CH:5][CH:6]=[CH:7][CH:8]=2)[CH:3]=[C:2]1[C:10]([OH:12])=O.C(N=C=NCCCN(C)C)C.[CH3:24][O:25][C:26]1[CH:31]=[CH:30][CH:29]=[CH:28][C:27]=1[N:32]1[CH2:37][CH2:36][N:35]([CH2:38][CH2:39][CH2:40][CH2:41][NH2:42])[CH2:34][CH2:33]1. Product: [CH3:24][O:25][C:26]1[CH:31]=[CH:30][CH:29]=[CH:28][C:27]=1[N:32]1[CH2:33][CH2:34][N:35]([CH2:38][CH2:39][CH2:40][CH2:41][NH:42][C:10]([C:2]2[NH:1][C:9]3[C:4]([CH:3]=2)=[CH:5][CH:6]=[CH:7][CH:8]=3)=[O:12])[CH2:36][CH2:37]1. The catalyst class is: 7.